The task is: Regression. Given a peptide amino acid sequence and an MHC pseudo amino acid sequence, predict their binding affinity value. This is MHC class I binding data.. This data is from Peptide-MHC class I binding affinity with 185,985 pairs from IEDB/IMGT. (1) The peptide sequence is RGVFVLGFLGF. The MHC is Mamu-B52 with pseudo-sequence Mamu-B52. The binding affinity (normalized) is 0.624. (2) The peptide sequence is GLVGLVTFLL. The MHC is HLA-A02:02 with pseudo-sequence HLA-A02:02. The binding affinity (normalized) is 0.515. (3) The peptide sequence is YSEESPTEY. The MHC is HLA-A29:02 with pseudo-sequence HLA-A29:02. The binding affinity (normalized) is 0.0624. (4) The peptide sequence is TSLGLLYTV. The MHC is HLA-A02:03 with pseudo-sequence HLA-A02:03. The binding affinity (normalized) is 0.445. (5) The peptide sequence is GYLKPTTFML. The MHC is HLA-A30:02 with pseudo-sequence HLA-A30:02. The binding affinity (normalized) is 0.210. (6) The peptide sequence is RRAYSGKQY. The MHC is HLA-A80:01 with pseudo-sequence HLA-A80:01. The binding affinity (normalized) is 0.0847. (7) The peptide sequence is CTPPALNCY. The MHC is HLA-A26:01 with pseudo-sequence HLA-A26:01. The binding affinity (normalized) is 0.0127. (8) The peptide sequence is IRFKDDSSF. The MHC is HLA-A02:11 with pseudo-sequence HLA-A02:11. The binding affinity (normalized) is 0.0847. (9) The peptide sequence is GELDRWEKI. The MHC is HLA-A29:02 with pseudo-sequence HLA-A29:02. The binding affinity (normalized) is 0. (10) The peptide sequence is KAKLLVLLY. The MHC is Mamu-A01 with pseudo-sequence Mamu-A01. The binding affinity (normalized) is 0.416.